Dataset: Full USPTO retrosynthesis dataset with 1.9M reactions from patents (1976-2016). Task: Predict the reactants needed to synthesize the given product. Given the product [Cl:1][C:2]1[CH:3]=[C:4]([C:22]2([C:26]([OH:28])=[O:27])[CH2:23][CH2:24][CH2:25]2)[CH:5]=[C:6]([C:14]2[CH:19]=[CH:18][C:17]([S:20][CH3:21])=[CH:16][CH:15]=2)[C:7]=1[O:8][CH2:9][C:10]([F:13])([F:11])[F:12], predict the reactants needed to synthesize it. The reactants are: [Cl:1][C:2]1[CH:3]=[C:4]([C:22]2([C:26]([O:28]CC)=[O:27])[CH2:25][CH2:24][CH2:23]2)[CH:5]=[C:6]([C:14]2[CH:19]=[CH:18][C:17]([S:20][CH3:21])=[CH:16][CH:15]=2)[C:7]=1[O:8][CH2:9][C:10]([F:13])([F:12])[F:11].O.[OH-].[Li+].